Dataset: Full USPTO retrosynthesis dataset with 1.9M reactions from patents (1976-2016). Task: Predict the reactants needed to synthesize the given product. (1) Given the product [CH3:38][S:39]([OH:42])(=[O:41])=[O:40].[CH3:38][S:39]([OH:42])(=[O:41])=[O:40].[CH3:1][C:2]1[CH:7]=[C:6]([O:8][CH2:9][CH2:10][N:11]2[CH2:12][CH2:13][O:14][CH2:15][CH2:16]2)[CH:5]=[C:4]([CH3:17])[C:3]=1[C:18]1[CH:23]=[CH:22][CH:21]=[C:20]([CH2:24][NH:25][C:26]2[CH:31]=[CH:30][C:29]([CH2:32][CH2:33][C:34]([OH:36])=[O:35])=[C:28]([F:37])[CH:27]=2)[CH:19]=1, predict the reactants needed to synthesize it. The reactants are: [CH3:1][C:2]1[CH:7]=[C:6]([O:8][CH2:9][CH2:10][N:11]2[CH2:16][CH2:15][O:14][CH2:13][CH2:12]2)[CH:5]=[C:4]([CH3:17])[C:3]=1[C:18]1[CH:23]=[CH:22][CH:21]=[C:20]([CH2:24][NH:25][C:26]2[CH:31]=[CH:30][C:29]([CH2:32][CH2:33][C:34]([OH:36])=[O:35])=[C:28]([F:37])[CH:27]=2)[CH:19]=1.[CH3:38][S:39]([OH:42])(=[O:41])=[O:40]. (2) Given the product [NH2:12][CH2:2][C:3]1[CH:4]=[CH:5][C:6]([F:11])=[C:7]([CH:10]=1)[C:8]#[N:9], predict the reactants needed to synthesize it. The reactants are: Br[CH2:2][C:3]1[CH:4]=[CH:5][C:6]([F:11])=[C:7]([CH:10]=1)[C:8]#[N:9].[NH3:12].CO.C([O-])([O-])=O.[Na+].[Na+].